Dataset: Full USPTO retrosynthesis dataset with 1.9M reactions from patents (1976-2016). Task: Predict the reactants needed to synthesize the given product. (1) Given the product [F:1][C:2]1[CH:34]=[CH:33][C:5]([CH2:6][O:7][CH2:8][CH2:9][CH2:10][CH2:11][C@@H:12]([O:24][C:25]2[CH:30]=[CH:29][C:28]([F:31])=[C:27]([CH3:32])[CH:26]=2)[C:13]([N:15]2[C@@H:19]([CH:20]([CH3:21])[CH3:22])[CH2:18][O:17][C:16]2=[O:23])=[O:14])=[CH:4][C:3]=1[CH3:35], predict the reactants needed to synthesize it. The reactants are: [F:1][C:2]1[CH:34]=[CH:33][C:5]([CH2:6][O:7][CH2:8][CH:9]=[CH:10][CH2:11][C@@H:12]([O:24][C:25]2[CH:30]=[CH:29][C:28]([F:31])=[C:27]([CH3:32])[CH:26]=2)[C:13]([N:15]2[C@@H:19]([CH:20]([CH3:22])[CH3:21])[CH2:18][O:17][C:16]2=[O:23])=[O:14])=[CH:4][C:3]=1[CH3:35]. (2) The reactants are: [Cl:1][C:2]1[CH:26]=[CH:25][C:5]([CH2:6][N:7]2[C:15]3[C:10](=[CH:11][C:12]([CH:16]=[C:17]4[S:21][CH:20](SC)[NH:19][C:18]4=[O:24])=[CH:13][CH:14]=3)[CH:9]=[N:8]2)=[C:4]([C:27]([F:30])([F:29])[F:28])[CH:3]=1.[CH3:31][NH:32][CH2:33][CH2:34][N:35]1[CH2:40][CH2:39][N:38]([CH3:41])[CH2:37][CH2:36]1. Given the product [Cl:1][C:2]1[CH:26]=[CH:25][C:5]([CH2:6][N:7]2[C:15]3[C:10](=[CH:11][C:12]([CH:16]=[C:17]4[S:21][C:20]([N:32]([CH3:31])[CH2:33][CH2:34][N:35]5[CH2:40][CH2:39][N:38]([CH3:41])[CH2:37][CH2:36]5)=[N:19][C:18]4=[O:24])=[CH:13][CH:14]=3)[CH:9]=[N:8]2)=[C:4]([C:27]([F:28])([F:29])[F:30])[CH:3]=1, predict the reactants needed to synthesize it. (3) Given the product [F:26][C:2]([F:27])([F:1])[CH2:3][N:4]1[C:8]([C:9]2[N:10]=[C:11]3[C:17]4[CH:18]=[CH:19][C:20]([NH2:30])=[CH:21][C:16]=4[O:15][CH2:14][CH2:13][N:12]3[CH:25]=2)=[N:7][CH:6]=[N:5]1, predict the reactants needed to synthesize it. The reactants are: [F:1][C:2]([F:27])([F:26])[CH2:3][N:4]1[C:8]([C:9]2[N:10]=[C:11]3[C:17]4[CH:18]=[CH:19][C:20](C(O)=O)=[CH:21][C:16]=4[O:15][CH2:14][CH2:13][N:12]3[CH:25]=2)=[N:7][CH:6]=[N:5]1.C([N:30](CC)CC)C.C1C=CC(OP(OC2C=CC=CC=2)(N=[N+]=[N-])=O)=CC=1.O. (4) Given the product [Cl:22][C:23]1[N:24]=[N:25][C:26]([N:19]2[CH2:18][CH2:17][N:16]([C:13]3[CH:12]=[CH:11][C:10]([N:5]4[CH2:6][CH2:7][C@@H:8]5[CH2:9][N:2]([CH3:1])[CH2:3][C@H:4]45)=[CH:15][CH:14]=3)[CH2:21][CH2:20]2)=[CH:27][CH:28]=1, predict the reactants needed to synthesize it. The reactants are: [CH3:1][N:2]1[CH2:9][C@@H:8]2[C@@H:4]([N:5]([C:10]3[CH:15]=[CH:14][C:13]([N:16]4[CH2:21][CH2:20][NH:19][CH2:18][CH2:17]4)=[CH:12][CH:11]=3)[CH2:6][CH2:7]2)[CH2:3]1.[Cl:22][C:23]1[N:24]=[N:25][C:26](Cl)=[CH:27][CH:28]=1.C(N(CC)CC)C. (5) Given the product [C:1]([O:5][C:6]([NH:7][C@@H:8]([CH2:9][CH:10]([CH3:11])[CH3:12])[CH2:13][O:14][S:26]([CH3:25])(=[O:28])=[O:27])=[O:15])([CH3:3])([CH3:2])[CH3:4], predict the reactants needed to synthesize it. The reactants are: [C:1]([O:5][C:6](=[O:15])[NH:7][C@H:8]([CH2:13][OH:14])[CH2:9][CH:10]([CH3:12])[CH3:11])([CH3:4])([CH3:3])[CH3:2].C(N(C(C)C)CC)(C)C.[CH3:25][S:26](Cl)(=[O:28])=[O:27]. (6) Given the product [CH3:48][O:47][C:25]1[CH:24]=[C:23]([CH:28]=[CH:27][C:26]=1[S:29][CH2:30][C:31]1[CH:36]=[CH:35][C:34]([C:37]2[CH:38]=[CH:39][C:40]([C:43]([F:46])([F:44])[F:45])=[CH:41][CH:42]=2)=[CH:33][CH:32]=1)[O:22][CH2:21][C:20]([OH:49])=[O:19], predict the reactants needed to synthesize it. The reactants are: COC(=O)COC1C=CC(SC#N)=C(OC)C=1.C[O:19][C:20](=[O:49])[CH2:21][O:22][C:23]1[CH:28]=[CH:27][C:26]([S:29][CH2:30][C:31]2[CH:36]=[CH:35][C:34]([C:37]3[CH:42]=[CH:41][C:40]([C:43]([F:46])([F:45])[F:44])=[CH:39][CH:38]=3)=[CH:33][CH:32]=2)=[C:25]([O:47][CH3:48])[CH:24]=1. (7) The reactants are: [I:1][C:2]1[CH:7]=[CH:6][C:5]([CH2:8][NH2:9])=[CH:4][CH:3]=1.C(=O)([O-])[O-].[K+].[K+].Br[CH2:17][C:18]1[CH:28]=[CH:27][CH:26]=[C:25]([O:29][C:30]2[C:35]([F:36])=[CH:34][CH:33]=[CH:32][C:31]=2[C:37]#[N:38])[C:19]=1[C:20](OCC)=[O:21]. Given the product [F:36][C:35]1[C:30]([O:29][C:25]2[CH:26]=[CH:27][CH:28]=[C:18]3[C:19]=2[C:20](=[O:21])[N:9]([CH2:8][C:5]2[CH:6]=[CH:7][C:2]([I:1])=[CH:3][CH:4]=2)[CH2:17]3)=[C:31]([CH:32]=[CH:33][CH:34]=1)[C:37]#[N:38], predict the reactants needed to synthesize it.